Task: Predict which catalyst facilitates the given reaction.. Dataset: Catalyst prediction with 721,799 reactions and 888 catalyst types from USPTO (1) Reactant: [CH3:1][N:2]([CH2:4][C:5]([OH:7])=O)[CH3:3].C(N1C=CN=C1)(N1C=CN=C1)=O.Cl.[NH2:21][CH2:22][C:23]1[CH:32]=[CH:31][CH:30]=[C:29]2[C:24]=1[C:25](=[O:42])[N:26]([CH:34]1[CH2:39][CH2:38][C:37](=[O:40])[NH:36][C:35]1=[O:41])[C:27]([CH3:33])=[N:28]2. Product: [CH3:3][N:2]([CH3:1])[CH2:4][C:5]([NH:21][CH2:22][C:23]1[CH:32]=[CH:31][CH:30]=[C:29]2[C:24]=1[C:25](=[O:42])[N:26]([CH:34]1[CH2:39][CH2:38][C:37](=[O:40])[NH:36][C:35]1=[O:41])[C:27]([CH3:33])=[N:28]2)=[O:7]. The catalyst class is: 3. (2) Reactant: C([O:3][C:4](=[O:24])[CH:5]([S:13]([C:16]1[CH:21]=[CH:20][C:19]([O:22][CH3:23])=[CH:18][CH:17]=1)(=[O:15])=[O:14])[CH2:6][C:7]1[CH:12]=[CH:11][CH:10]=[CH:9][CH:8]=1)C. Product: [CH3:23][O:22][C:19]1[CH:18]=[CH:17][C:16]([S:13]([CH:5]([CH2:6][C:7]2[CH:12]=[CH:11][CH:10]=[CH:9][CH:8]=2)[C:4]([OH:24])=[O:3])(=[O:15])=[O:14])=[CH:21][CH:20]=1. The catalyst class is: 273. (3) Reactant: [Cl:1][S:2]([OH:5])(=O)=[O:3].[F:6][C:7]([F:24])([F:23])[C:8]([NH:10][C@H:11]1[CH2:20][CH2:19][C:18]2[C:13](=[C:14]([O:21][CH3:22])[CH:15]=[CH:16][CH:17]=2)[CH2:12]1)=[O:9]. Product: [CH3:22][O:21][C:14]1[C:13]2[CH2:12][C@@H:11]([NH:10][C:8](=[O:9])[C:7]([F:6])([F:24])[F:23])[CH2:20][CH2:19][C:18]=2[C:17]([S:2]([Cl:1])(=[O:5])=[O:3])=[CH:16][CH:15]=1. The catalyst class is: 22. (4) Reactant: Br[CH2:2][CH2:3][CH:4]([C:9]1[O:10][C:11]2[CH:18]=[C:17]([CH3:19])[CH:16]=[CH:15][C:12]=2[C:13]=1[CH3:14])[CH2:5][CH2:6][CH2:7][CH3:8].C(=O)([O-])[O-].[Cs+].[Cs+].[SH:26][C:27]1[S:28][C:29]([CH2:33][C:34]([O:36][CH2:37][CH3:38])=[O:35])=[C:30]([CH3:32])[N:31]=1. Product: [CH3:14][C:13]1[C:12]2[CH:15]=[CH:16][C:17]([CH3:19])=[CH:18][C:11]=2[O:10][C:9]=1[CH:4]([CH2:5][CH2:6][CH2:7][CH3:8])[CH2:3][CH2:2][S:26][C:27]1[S:28][C:29]([CH2:33][C:34]([O:36][CH2:37][CH3:38])=[O:35])=[C:30]([CH3:32])[N:31]=1. The catalyst class is: 23. (5) Reactant: [C:1]([C:4]1[CH:9]([C:10]2[CH:15]=[C:14]([F:16])[C:13]([F:17])=[C:12]([F:18])[CH:11]=2)[N:8]([C:19]([O:21]C2C=CC([N+]([O-])=O)=CC=2)=O)[C:7]([O:31][CH3:32])=[N:6][C:5]=1[CH3:33])(=[O:3])[CH3:2].C([O-])([O-])=O.[K+].[K+].[NH2:40][CH2:41][CH2:42][CH2:43][N:44]1[CH2:49][CH2:48][CH:47]([C:50]2[CH:51]=[C:52]([NH:56][C:57](=[O:61])[CH:58]([CH3:60])[CH3:59])[CH:53]=[CH:54][CH:55]=2)[CH2:46][CH2:45]1. Product: [C:1]([C:4]1[CH:9]([C:10]2[CH:11]=[C:12]([F:18])[C:13]([F:17])=[C:14]([F:16])[CH:15]=2)[N:8]([C:19]([NH:40][CH2:41][CH2:42][CH2:43][N:44]2[CH2:49][CH2:48][CH:47]([C:50]3[CH:55]=[CH:54][CH:53]=[C:52]([NH:56][C:57](=[O:61])[CH:58]([CH3:59])[CH3:60])[CH:51]=3)[CH2:46][CH2:45]2)=[O:21])[C:7]([O:31][CH3:32])=[N:6][C:5]=1[CH3:33])(=[O:3])[CH3:2]. The catalyst class is: 1.